Regression. Given a target protein amino acid sequence and a drug SMILES string, predict the binding affinity score between them. We predict pIC50 (pIC50 = -log10(IC50 in M); higher means more potent). Dataset: bindingdb_ic50. From a dataset of Drug-target binding data from BindingDB using IC50 measurements. (1) The compound is CCN(CCN(C)C)C(=O)CNCc1cc(C(N)=O)ccn1. The target protein (Q8IUF8) has sequence MPKKAKPTGSGKEEGPAPCKQMKLEAAGGPSALNFDSPSSLFESLISPIKTETFFKEFWEQKPLLIQRDDPALATYYGSLFKLTDLKSLCSRGMYYGRDVNVCRCVNGKKKVLNKDGKAHFLQLRKDFDQKRATIQFHQPQRFKDELWRIQEKLECYFGSLVGSNVYITPAGSQGLPPHYDDVEVFILQLEGEKHWRLYHPTVPLAREYSVEAEERIGRPVHEFMLKPGDLLYFPRGTIHQADTPAGLAHSTHVTISTYQNNSWGDFLLDTISGLVFDTAKEDVELRTGIPRQLLLQVESTTVATRRLSGFLRTLADRLEGTKELLSSDMKKDFIMHRLPPYSAGDGAELSTPGGKLPRLDSVVRLQFKDHIVLTVLPDQDQSDEAQEKMVYIYHSLKNSRETHMMGNEEETEFHGLRFPLSHLDALKQIWNSPAISVKDLKLTTDEEKESLVLSLWTECLIQVV. The pIC50 is 4.0. (2) The drug is Cc1nc([C@@H]2CC[C@H]2c2nc3c(cnn3C3CCC(F)(F)CC3)c(=O)[nH]2)cs1. The target protein sequence is MGSGSSSYRPKAIYLDIDGRIQKVIFSKYCNSSDIMDLFCIATGLPRNTTISLLTTDDAMVSIDPTMPANSERTPYKVRPVAIKQLSEREELIQSVLAQVAEQFSRAFKINELKAEVANHLAVLEKRVELEGLKVVEIEKCKSDIKKMREELAARSSRTNCPCKYSFLDNHKKLTPRRDVPTYPKYLLSPETIEALRKPTFDVWLWEPNEMLSCLEHMYHDLGLVRDFSINPVTLRRWLFCVHDNYRNNPFHNFRHCFCVAQMMYSMVWLCSLQEKFSQTDILILMTAAICHDLDHPGYNNTYQINARTELAVRYNDISPLENHHCAVAFQILAEPECNIFSNIPPDGFKQIRQGMITLILATDMARHAEIMDSFKEKMENFDYSNEEHMTLLKMILIKCCDISNEVRPMEVAEPWVDCLLEEYFMQSDREKSEGLPVAPFMDRDKVTKATAQIGFIKFVLIPMFETVTKLFPMVEEIMLQPLWESRDRYEELKRIDDAM.... The pIC50 is 7.7.